Dataset: Reaction yield outcomes from USPTO patents with 853,638 reactions. Task: Predict the reaction yield, written as a fraction of the theoretical maximum amount of product (1.0 means a 100% yield; for example, 0.34 means a 34% yield). The reactants are [CH2:1]([C:3]12[CH2:17][CH2:16][C:11]3([O:15][CH2:14][CH2:13][O:12]3)[CH2:10][CH:9]1[CH2:8][CH2:7][O:6][C:5]1[CH:18]=[C:19]([NH2:23])[C:20]([CH3:22])=[CH:21][C:4]2=1)[CH3:2].[C:24]([O-:27])(=O)[CH3:25].[K+].C(OC(=O)C)(=O)C.C1OCCOCCOCCOCCOCCOC1.[N:54](OCCC(C)C)=O. The catalyst is C(Cl)(Cl)Cl. The product is [CH2:1]([C@:3]12[CH2:17][CH2:16][C:11]3([O:15][CH2:14][CH2:13][O:12]3)[CH2:10][C@H:9]1[CH2:8][CH2:7][O:6][C:5]1[C:4]2=[CH:21][C:20]2[CH:22]=[N:54][N:23]([C:24](=[O:27])[CH3:25])[C:19]=2[CH:18]=1)[CH3:2]. The yield is 0.404.